Task: Predict the product of the given reaction.. Dataset: Forward reaction prediction with 1.9M reactions from USPTO patents (1976-2016) (1) Given the reactants N[C:2]1[N:10]=[C:9]([C:11]2[C:19]3[C:14](=[N:15][CH:16]=[CH:17][CH:18]=3)[N:13]([CH2:20][C:21]3[CH:26]=[CH:25][CH:24]=[CH:23][C:22]=3[F:27])[N:12]=2)[N:8]=[C:7]2[C:3]=1[N:4]([CH3:29])[C:5](=[O:28])[NH:6]2.N(OCCC(C)C)=O.[I:38]CI, predict the reaction product. The product is: [F:27][C:22]1[CH:23]=[CH:24][CH:25]=[CH:26][C:21]=1[CH2:20][N:13]1[C:14]2=[N:15][CH:16]=[CH:17][CH:18]=[C:19]2[C:11]([C:9]2[N:8]=[C:7]3[C:3]([N:4]([CH3:29])[C:5](=[O:28])[NH:6]3)=[C:2]([I:38])[N:10]=2)=[N:12]1. (2) Given the reactants FC(F)(F)C(O)=O.CC([O:12][C:13]1[CH:18]=[CH:17][C:16](/[CH:19]=[CH:20]/[C:21]2[CH:26]=[CH:25][N:24]([C:27]3[CH:32]=[CH:31][C:30]([O:33][CH2:34][CH2:35][N:36]4[CH2:40][CH2:39][CH2:38][CH2:37]4)=[CH:29][CH:28]=3)[C:23](=[O:41])[CH:22]=2)=[CH:15][CH:14]=1)(C)C, predict the reaction product. The product is: [OH:12][C:13]1[CH:18]=[CH:17][C:16](/[CH:19]=[CH:20]/[C:21]2[CH:26]=[CH:25][N:24]([C:27]3[CH:32]=[CH:31][C:30]([O:33][CH2:34][CH2:35][N:36]4[CH2:37][CH2:38][CH2:39][CH2:40]4)=[CH:29][CH:28]=3)[C:23](=[O:41])[CH:22]=2)=[CH:15][CH:14]=1. (3) Given the reactants F[C:2]1[CH:7]=[CH:6][CH:5]=[CH:4][C:3]=1[NH:8][C:9](=[S:35])[NH:10][C:11]1[CH:16]=[CH:15][C:14]([C:17]2[CH:25]=[C:24]3[C:20]([CH2:21][N:22]([C@@H:27]([CH:32]([CH3:34])[CH3:33])[C:28]([O:30][CH3:31])=[O:29])[C:23]3=[O:26])=[CH:19][CH:18]=2)=[CH:13][CH:12]=1.NC1C=CC(C2C=C3C(CN([C@@H](C(C)C)C(OC)=O)[C:49]3=[O:52])=CC=2)=CC=1.COC1C=C(N=C=S)C=CC=1, predict the reaction product. The product is: [CH3:49][O:52][C:7]1[CH:2]=[C:3]([NH:8][C:9](=[S:35])[NH:10][C:11]2[CH:16]=[CH:15][C:14]([C:17]3[CH:25]=[C:24]4[C:20]([CH2:21][N:22]([C@@H:27]([CH:32]([CH3:34])[CH3:33])[C:28]([O:30][CH3:31])=[O:29])[C:23]4=[O:26])=[CH:19][CH:18]=3)=[CH:13][CH:12]=2)[CH:4]=[CH:5][CH:6]=1.